Dataset: Full USPTO retrosynthesis dataset with 1.9M reactions from patents (1976-2016). Task: Predict the reactants needed to synthesize the given product. (1) The reactants are: [OH:1][C:2]1[C:11]2[C:6](=[CH:7][CH:8]=[C:9]([CH3:12])[CH:10]=2)[NH:5][C:4](=[S:13])[C:3]=1[C:14]([C:16]1[CH:21]=[CH:20][C:19]([CH3:22])=[CH:18][CH:17]=1)=O.[NH2:23]OS(O)(=O)=O.[OH-].[Li+]. Given the product [CH3:12][C:9]1[CH:10]=[C:11]2[C:6](=[CH:7][CH:8]=1)[NH:5][C:4]1[S:13][N:23]=[C:14]([C:16]3[CH:21]=[CH:20][C:19]([CH3:22])=[CH:18][CH:17]=3)[C:3]=1[C:2]2=[O:1], predict the reactants needed to synthesize it. (2) Given the product [Br:14][C:12]1[CH:13]=[C:5]2[C:6](=[CH:10][C:11]=1[O:15][CH3:16])[C:7](=[O:8])[NH:17][C:1](=[O:2])[CH2:4]2, predict the reactants needed to synthesize it. The reactants are: [C:1]([CH2:4][C:5]1[CH:13]=[C:12]([Br:14])[C:11]([O:15][CH3:16])=[CH:10][C:6]=1[C:7](O)=[O:8])(O)=[O:2].[NH2:17]C(N)=O. (3) Given the product [CH3:19][C:4]1[CH:5]=[C:6]([O:8][Si:9]([CH:16]([CH3:18])[CH3:17])([CH:10]([CH3:12])[CH3:11])[CH:13]([CH3:15])[CH3:14])[CH:7]=[C:2]([CH3:1])[C:3]=1[CH2:20][C:22]1[CH:27]=[CH:26][C:25]([O:28][CH2:29][O:30][CH3:31])=[CH:24][CH:23]=1, predict the reactants needed to synthesize it. The reactants are: [CH3:1][C:2]1[CH:7]=[C:6]([O:8][Si:9]([CH:16]([CH3:18])[CH3:17])([CH:13]([CH3:15])[CH3:14])[CH:10]([CH3:12])[CH3:11])[CH:5]=[C:4]([CH3:19])[C:3]=1[CH:20]([C:22]1[CH:27]=[CH:26][C:25]([O:28][CH2:29][O:30][CH3:31])=[CH:24][CH:23]=1)O. (4) Given the product [Cl:18][C:4]1[CH:3]=[C:2]([N:1]2[CH2:24][CH2:23][O:22][CH2:21][CH2:20]2)[CH:7]=[C:6]([CH3:8])[C:5]=1[NH:9][C:10](=[O:17])[CH2:11][CH:12]1[CH2:13][CH2:14][CH2:15][CH2:16]1, predict the reactants needed to synthesize it. The reactants are: [NH2:1][C:2]1[CH:7]=[C:6]([CH3:8])[C:5]([NH:9][C:10](=[O:17])[CH2:11][CH:12]2[CH2:16][CH2:15][CH2:14][CH2:13]2)=[C:4]([Cl:18])[CH:3]=1.Cl[CH2:20][CH2:21][O:22][CH2:23][CH2:24]Cl.[I-].[K+]. (5) Given the product [F:74][C:69]1[CH:70]=[CH:65][C:66]([N:71]2[C:11](=[O:12])[C@H:10]([S:13][CH2:14][CH:15]([C:17]3[CH:22]=[CH:21][C:20]([F:23])=[CH:19][CH:18]=3)[OH:16])[C@H:9]2[C:24]2[CH:44]=[CH:43][C:27]([O:28][CH2:29][C:30]([NH:32][C@H:33]([C:37]3[CH:42]=[CH:41][CH:40]=[CH:39][CH:38]=3)[C:34]([NH:46][C@H:47]([C:49]([OH:51])=[O:50])[CH3:48])=[O:35])=[O:31])=[CH:26][CH:25]=2)=[CH:67][CH:68]=1, predict the reactants needed to synthesize it. The reactants are: FC1C=CC(N2[C:11](=[O:12])[C@H:10]([S:13][CH2:14][C:15]([C:17]3[CH:22]=[CH:21][C:20]([F:23])=[CH:19][CH:18]=3)=[O:16])[C@H:9]2[C:24]2[CH:44]=[CH:43][C:27]([O:28][CH2:29][C:30]([NH:32][C@H:33]([C:37]3[CH:42]=[CH:41][CH:40]=[CH:39][CH:38]=3)[C:34](O)=[O:35])=[O:31])=[CH:26][CH:25]=2)=CC=1.Cl.[NH2:46][C@H:47]([C:49]([O:51]C(C)(C)C)=[O:50])[CH3:48].CN(C(ON1N=[N:71][C:66]2[CH:67]=[CH:68][CH:69]=[CH:70][C:65]1=2)=[N+](C)C)C.[B-](F)(F)(F)[F:74]. (6) Given the product [Cl:63][C:46]1[C:47]([NH:51][C:52](=[O:62])[CH2:53][C@H:54]([C:55]2[CH:56]=[CH:57][CH:58]=[CH:59][CH:60]=2)[CH3:61])=[C:48]2[C:43](=[CH:44][CH:45]=1)[N:42]=[C:41]([CH2:31][CH2:30][CH2:29][N:21]([CH2:19][CH3:20])[C:22](=[O:28])[O:23][C:24]([CH3:25])([CH3:26])[CH3:27])[CH:50]=[CH:49]2, predict the reactants needed to synthesize it. The reactants are: B1(B2C3CCCC2CCC3)C2CCCC1CCC2.[CH2:19]([N:21]([CH2:29][CH:30]=[CH2:31])[C:22](=[O:28])[O:23][C:24]([CH3:27])([CH3:26])[CH3:25])[CH3:20].P([O-])([O-])([O-])=O.[K+].[K+].[K+].Cl[C:41]1[CH:50]=[CH:49][C:48]2[C:43](=[CH:44][CH:45]=[C:46]([Cl:63])[C:47]=2[NH:51][C:52](=[O:62])[CH2:53][C@@H:54]([CH3:61])[C:55]2[CH:60]=[CH:59][CH:58]=[CH:57][CH:56]=2)[N:42]=1. (7) The reactants are: [CH2:1]([O:4][C:5]1[CH:10]=[CH:9][C:8]([CH:11]2[CH2:16][CH2:15][N:14]([C:17]([O:19][C:20]([CH3:23])([CH3:22])[CH3:21])=[O:18])[CH2:13][CH:12]2[OH:24])=[CH:7][CH:6]=1)[CH:2]=[CH2:3].Cl[CH2:26][C:27]1[CH:36]=[C:35]([O:37][CH3:38])[C:34]2[C:29](=[CH:30][CH:31]=[CH:32][CH:33]=2)[C:28]=1[O:39][CH3:40]. Given the product [CH2:1]([O:4][C:5]1[CH:6]=[CH:7][C:8]([CH:11]2[CH2:16][CH2:15][N:14]([C:17]([O:19][C:20]([CH3:23])([CH3:22])[CH3:21])=[O:18])[CH2:13][CH:12]2[O:24][CH2:26][C:27]2[CH:36]=[C:35]([O:37][CH3:38])[C:34]3[C:29](=[CH:30][CH:31]=[CH:32][CH:33]=3)[C:28]=2[O:39][CH3:40])=[CH:9][CH:10]=1)[CH:2]=[CH2:3], predict the reactants needed to synthesize it. (8) Given the product [Si:1]([O:8][CH2:9][C:10]([C:13]1[CH:18]=[CH:17][C:16]([C:19]2[CH:20]=[C:21]3[C:25](=[CH:26][C:27]=2[Cl:28])[NH:24][CH:23]=[C:22]3[C:29]([OH:37])=[O:30])=[CH:15][CH:14]=1)([CH3:12])[CH3:11])([C:4]([CH3:5])([CH3:6])[CH3:7])([CH3:3])[CH3:2], predict the reactants needed to synthesize it. The reactants are: [Si:1]([O:8][CH2:9][C:10]([C:13]1[CH:18]=[CH:17][C:16]([C:19]2[CH:20]=[C:21]3[C:25](=[CH:26][C:27]=2[Cl:28])[NH:24][CH:23]=[C:22]3[CH:29]=[O:30])=[CH:15][CH:14]=1)([CH3:12])[CH3:11])([C:4]([CH3:7])([CH3:6])[CH3:5])([CH3:3])[CH3:2].CC(=CC)C.Cl([O-])=[O:37].[Na+].O.OP([O-])(O)=O.[Na+].[Cl-].[NH4+]. (9) Given the product [F:1][C:2]1[CH:3]=[CH:4][C:5]([C:8]2[N:9]([CH3:20])[N:10]=[CH:11][C:12]=2[C:13]([O:15][CH2:16][CH3:17])=[O:14])=[CH:6][CH:7]=1, predict the reactants needed to synthesize it. The reactants are: [F:1][C:2]1[CH:7]=[CH:6][C:5]([C:8]2[C:12]([C:13]([O:15][CH2:16][CH3:17])=[O:14])=[CH:11][NH:10][N:9]=2)=[CH:4][CH:3]=1.[H-].[Na+].[CH3:20]I.